Predict which catalyst facilitates the given reaction. From a dataset of Catalyst prediction with 721,799 reactions and 888 catalyst types from USPTO. (1) The catalyst class is: 2. Reactant: C(O)(=O)C.[C:5]([C:8]1[CH:32]=[CH:31][C:11]([O:12][CH:13]([C:18]2[CH:23]=[CH:22][C:21]([O:24][CH:25]([CH3:27])[CH3:26])=[C:20]([O:28][CH2:29][CH3:30])[CH:19]=2)[C:14]([O:16][CH3:17])=[O:15])=[CH:10][CH:9]=1)(=[NH:7])[NH2:6].C([O-])(O)=O.[Na+].Cl[C:39]([O:41][CH2:42][C:43]1[CH:48]=[CH:47][CH:46]=[CH:45][CH:44]=1)=[O:40]. Product: [CH2:42]([O:41][C:39]([NH:7][C:5]([C:8]1[CH:9]=[CH:10][C:11]([O:12][CH:13]([C:18]2[CH:23]=[CH:22][C:21]([O:24][CH:25]([CH3:26])[CH3:27])=[C:20]([O:28][CH2:29][CH3:30])[CH:19]=2)[C:14]([O:16][CH3:17])=[O:15])=[CH:31][CH:32]=1)=[NH:6])=[O:40])[C:43]1[CH:48]=[CH:47][CH:46]=[CH:45][CH:44]=1. (2) Reactant: C(O[BH-](OC(=O)C)OC(=O)C)(=O)C.[Na+].[NH2:15][C:16]1[C:17]([C:22]([O:24][CH3:25])=[O:23])=[N:18][CH:19]=[CH:20][N:21]=1.[CH3:26][O:27][C:28]1[CH:35]=[C:34]([O:36][CH3:37])[CH:33]=[CH:32][C:29]=1[CH:30]=O.O. Product: [CH3:26][O:27][C:28]1[CH:35]=[C:34]([O:36][CH3:37])[CH:33]=[CH:32][C:29]=1[CH2:30][NH:15][C:16]1[C:17]([C:22]([O:24][CH3:25])=[O:23])=[N:18][CH:19]=[CH:20][N:21]=1. The catalyst class is: 279. (3) Reactant: [Cl:1][C:2]1[CH:7]=[CH:6][CH:5]=[C:4]([F:8])[C:3]=1[C:9]1[NH:13][C:12](=[O:14])[N:11]([C:15]2[CH:24]=[CH:23][C:18]([C:19](OC)=[O:20])=[C:17]([O:25][CH3:26])[CH:16]=2)[N:10]=1.[NH:27]1[C:31]2[CH:32]=[CH:33][CH:34]=[CH:35][C:30]=2[N:29]=[C:28]1[NH2:36].C[Al](C)C. Product: [NH:27]1[C:31]2[CH:32]=[CH:33][CH:34]=[CH:35][C:30]=2[N:29]=[C:28]1[NH:36][C:19](=[O:20])[C:18]1[CH:23]=[CH:24][C:15]([N:11]2[C:12](=[O:14])[NH:13][C:9]([C:3]3[C:4]([F:8])=[CH:5][CH:6]=[CH:7][C:2]=3[Cl:1])=[N:10]2)=[CH:16][C:17]=1[O:25][CH3:26]. The catalyst class is: 11. (4) Reactant: [CH2:1]([Li])[CH2:2][CH2:3][CH3:4].O=C1CC[CH:10]([C:13]([O:15][CH2:16][CH3:17])=[O:14])[CH2:9][CH2:8]1. Product: [CH2:4]=[C:3]1[CH2:8][CH2:9][CH:10]([C:13]([O:15][CH2:16][CH3:17])=[O:14])[CH2:1][CH2:2]1. The catalyst class is: 307. (5) Reactant: [NH:1]([C:29]([O:31][C:32]([CH3:35])([CH3:34])[CH3:33])=[O:30])[C@H:2]([C:26](O)=O)[CH2:3][C:4](=[O:25])[NH:5][C:6]([C:19]1[CH:24]=[CH:23][CH:22]=[CH:21][CH:20]=1)([C:13]1[CH:18]=[CH:17][CH:16]=[CH:15][CH:14]=1)[C:7]1[CH:12]=[CH:11][CH:10]=[CH:9][CH:8]=1.CN1CCOCC1.ClC(OCC(C)C)=O.[Br:51][C:52]1[CH:53]=[C:54]([NH2:59])[C:55]([NH2:58])=[CH:56][CH:57]=1.C(O)(=O)C. Product: [Br:51][C:52]1[CH:57]=[CH:56][C:55]2[NH:58][C:26]([C@@H:2]([NH:1][C:29](=[O:30])[O:31][C:32]([CH3:34])([CH3:33])[CH3:35])[CH2:3][C:4](=[O:25])[NH:5][C:6]([C:7]3[CH:12]=[CH:11][CH:10]=[CH:9][CH:8]=3)([C:19]3[CH:24]=[CH:23][CH:22]=[CH:21][CH:20]=3)[C:13]3[CH:14]=[CH:15][CH:16]=[CH:17][CH:18]=3)=[N:59][C:54]=2[CH:53]=1. The catalyst class is: 7. (6) The catalyst class is: 9. Product: [O:12]([NH:4][CH2:1][C:2]#[CH:3])[C:13]1[CH:14]=[CH:15][CH:16]=[CH:17][CH:18]=1. Reactant: [CH2:1]([NH2:4])[C:2]#[CH:3].C([O-])([O-])=O.[K+].[K+].C[O:12][C:13]1[CH:14]=[C:15](O)[CH:16]=[C:17](OC)[CH:18]=1.C(OCC)(=O)C.CCCCCC.